This data is from Experimentally validated miRNA-target interactions with 360,000+ pairs, plus equal number of negative samples. The task is: Binary Classification. Given a miRNA mature sequence and a target amino acid sequence, predict their likelihood of interaction. (1) The miRNA is hsa-miR-24-3p with sequence UGGCUCAGUUCAGCAGGAACAG. Result: 1 (interaction). The protein sequence of the target gene is MDEEEDNLSLLTALLEENESALDCNSEENNFLTRENGEPDAFDELFDADGDGESYTEEADDGETGETRDEKENLATLFGDMEDLTDEEEVPASQSTENRVLPAPAPRREKTNEELQEELRNLQEQMKALQEQLKVTTIKQTASPARLQKSPVEKSPRPPLKERRVQRIQESTCFSAELDVPALPRTKRVARTPKASPPDPKSSSSRMTSAPSQPLQTISRNKPSGITRGQIVGTPGSSGETTQPICVEAFSGLRLRRPRVSSTEMNKKMTGRKLIRLSQIKEKMAREKLEEIDWVTFGVI.... (2) The miRNA is hsa-miR-939-3p with sequence CCCUGGGCCUCUGCUCCCCAG. Result: 1 (interaction). The protein sequence of the target gene is MAVLSKEYGFVLLTGAASFIMVAHLAINVSKARKKYKVEYPIMYSTDPENGHIFNCIQRAHQNTLEVYPPFLFFLAVGGVYHPRIASGLGLAWIVGRVLYAYGYYTGEPSKRSRGALGSIALLGLVGTTVCSAFQHLGWVKSGLGSGPKCCH. (3) The miRNA is hsa-miR-520f-5p with sequence CCUCUAAAGGGAAGCGCUUUCU. The protein sequence of the target gene is MNIDVEFHIRHNYPWNKLPANVRQSLGNSQREYEKQVVLYSIRNQLRYRNNLVKHVKKDERRYYEELLKYSRDHLMLYPYHLSDIMVKGLRITPFSYYTGIMEDIMNSEKSYDSLPNFTAADCLRLLGIGRNQYIDLMNQCRSSKKFFRRKTARDLLPIKPVEIAIEAWWVVQAGYITEDDIKICTLPEKCAVDKIIDSGPQLSGSLDYNVVHSLYNKGFIYLDVPISDDSCIAVPPLEGFVMNRVQGDYFETLLYKIFVSIDEHTNVAELANVLEIDLSLVKNAVSMYCRLGFAHKKGQ.... Result: 1 (interaction).